From a dataset of Forward reaction prediction with 1.9M reactions from USPTO patents (1976-2016). Predict the product of the given reaction. (1) Given the reactants [Cl:1][C:2]1[CH:23]=[CH:22][C:5]([O:6][C:7]2[CH:8]=[C:9]([CH:18]([OH:21])[CH2:19][CH3:20])[CH:10]=[CH:11][C:12]=2[CH:13](OC)[O:14]C)=[C:4]([CH3:24])[C:3]=1[CH3:25].Cl, predict the reaction product. The product is: [Cl:1][C:2]1[CH:23]=[CH:22][C:5]([O:6][C:7]2[CH:8]=[C:9]([CH:18]([OH:21])[CH2:19][CH3:20])[CH:10]=[CH:11][C:12]=2[CH:13]=[O:14])=[C:4]([CH3:24])[C:3]=1[CH3:25]. (2) Given the reactants [C:1]1([NH:7]N)[CH:6]=[CH:5][CH:4]=[CH:3][CH:2]=1.[C:9]1(=O)[CH2:13][CH2:12][CH2:11][CH2:10]1.O.S(=O)(=O)(O)O, predict the reaction product. The product is: [CH2:11]1[C:10]2[C:2]3[CH:3]=[CH:4][CH:5]=[CH:6][C:1]=3[NH:7][C:9]=2[CH2:13][CH2:12]1. (3) Given the reactants ClC1N=C(C)N([CH2:8][C:9]2[S:24][C:12]3[N:13]([CH2:20][CH:21]([CH3:23])[CH3:22])[C:14](=[O:19])[N:15]([CH3:18])[C:16](=[O:17])[C:11]=3[C:10]=2C(N(OC)C)=O)C=1Cl.[NH:32]1[C:40]2[C:35](=[CH:36][CH:37]=[CH:38][CH:39]=2)[CH:34]=[CH:33]1.[C:41](=[O:44])([O-])[OH:42].[Na+].O.[CH:47](Cl)(Cl)Cl, predict the reaction product. The product is: [NH:32]1[C:40]2[C:35](=[CH:36][CH:37]=[CH:38][CH:39]=2)[C:34]([CH2:8][C:9]2[S:24][C:12]3[N:13]([CH2:20][CH:21]([CH3:22])[CH3:23])[C:14](=[O:19])[N:15]([CH3:18])[C:16](=[O:17])[C:11]=3[C:10]=2[C:41]([O:42][CH3:47])=[O:44])=[CH:33]1. (4) Given the reactants C([Li])(CC)C.[N:6]1([C:15]([O:17][C:18]([CH3:21])([CH3:20])[CH3:19])=[O:16])[C:14]2[C:9](=[CH:10][CH:11]=[CH:12][CH:13]=2)[CH2:8][CH2:7]1.CN(C)CCN(C)C.Cl[C:31]([O:33][CH2:34][CH3:35])=[O:32], predict the reaction product. The product is: [N:6]1([C:15]([O:17][C:18]([CH3:21])([CH3:20])[CH3:19])=[O:16])[C:14]2[C:9](=[CH:10][CH:11]=[CH:12][C:13]=2[C:31]([O:33][CH2:34][CH3:35])=[O:32])[CH2:8][CH2:7]1. (5) Given the reactants [C:1](Cl)(=[O:8])[C:2]1[CH:7]=[CH:6][CH:5]=[CH:4][CH:3]=1.[CH3:10][O:11][C:12]([C:14]1[O:15][CH:16]=[CH:17][CH:18]=1)=[O:13].O, predict the reaction product. The product is: [C:2]1([C:1]([C:16]2[O:15][C:14]([C:12]([O:11][CH3:10])=[O:13])=[CH:18][CH:17]=2)=[O:8])[CH:7]=[CH:6][CH:5]=[CH:4][CH:3]=1. (6) The product is: [Br:1][C:2]1[C:10]2[N:9]=[C:8]([CH3:11])[N:7]([CH2:19][C:20]3[CH:25]=[CH:24][CH:23]=[C:22]([CH3:26])[C:21]=3[CH3:27])[C:6]=2[CH:5]=[C:4]([N:12]2[CH2:17][CH2:16][O:15][CH2:14][CH2:13]2)[CH:3]=1. Given the reactants [Br:1][C:2]1[C:10]2[N:9]=[C:8]([CH3:11])[NH:7][C:6]=2[CH:5]=[C:4]([N:12]2[CH2:17][CH2:16][O:15][CH2:14][CH2:13]2)[CH:3]=1.Br[CH2:19][C:20]1[CH:25]=[CH:24][CH:23]=[C:22]([CH3:26])[C:21]=1[CH3:27].C(=O)([O-])[O-].[K+].[K+].O, predict the reaction product.